This data is from Forward reaction prediction with 1.9M reactions from USPTO patents (1976-2016). The task is: Predict the product of the given reaction. (1) Given the reactants Cl[C:2]1[C:11]2[C:6](=[CH:7][C:8]([O:14][CH3:15])=[C:9]([O:12][CH3:13])[CH:10]=2)[N:5]=[CH:4][CH:3]=1.[C:16]([NH:25][C:26]1[CH:31]=[CH:30][CH:29]=[CH:28][CH:27]=1)(=[O:24])[C:17]1[C:18](=[CH:20][CH:21]=[CH:22][CH:23]=1)[OH:19], predict the reaction product. The product is: [C:26]1([NH:25][C:16](=[O:24])[C:17]2[CH:23]=[CH:22][CH:21]=[CH:20][C:18]=2[O:19][C:2]2[C:11]3[C:6](=[CH:7][C:8]([O:14][CH3:15])=[C:9]([O:12][CH3:13])[CH:10]=3)[N:5]=[CH:4][CH:3]=2)[CH:27]=[CH:28][CH:29]=[CH:30][CH:31]=1. (2) Given the reactants Br[C:2]1[CH:7]=[CH:6][C:5]([S:8]([NH:11][C:12]2[CH:17]=[CH:16][N:15]=[C:14]([Cl:18])[CH:13]=2)(=[O:10])=[O:9])=[CH:4][CH:3]=1.[CH3:19][C:20]1[O:24][C:23](B(O)O)=[CH:22][CH:21]=1.C(=O)([O-])[O-].[Na+].[Na+], predict the reaction product. The product is: [Cl:18][C:14]1[CH:13]=[C:12]([NH:11][S:8]([C:5]2[CH:6]=[CH:7][C:2]([C:23]3[O:24][C:20]([CH3:19])=[CH:21][CH:22]=3)=[CH:3][CH:4]=2)(=[O:10])=[O:9])[CH:17]=[CH:16][N:15]=1. (3) Given the reactants Cl.[C@@H:2]12[NH:9][C@@H:6]([CH2:7][CH2:8]1)[CH2:5][N:4]([C:10]1[CH:15]=[CH:14][N:13]=[C:12]([NH:16][C:17]3[CH:18]=[N:19][N:20]([CH3:22])[CH:21]=3)[N:11]=1)[CH2:3]2.[N-:23]=[C:24]=[O:25].[Na+].C(O)(=O)C, predict the reaction product. The product is: [CH3:22][N:20]1[CH:21]=[C:17]([NH:16][C:12]2[N:11]=[C:10]([N:4]3[CH2:5][C@H:6]4[N:9]([C:24]([NH2:23])=[O:25])[C@H:2]([CH2:8][CH2:7]4)[CH2:3]3)[CH:15]=[CH:14][N:13]=2)[CH:18]=[N:19]1. (4) Given the reactants [CH2:1]([O:3][C@H:4]([CH3:52])[CH2:5][O:6][CH2:7][C:8]1[CH:13]=[CH:12][C:11]([C@@:14]2([OH:47])[CH2:19][CH2:18][N:17](S(C3C=CC(C)=CC=3)(=O)=O)[CH2:16][C@@H:15]2[O:30][CH2:31][C:32]2[CH:33]=[CH:34][C:35]3[O:40][CH2:39][CH2:38][N:37]([CH2:41][CH2:42][CH2:43][O:44][CH3:45])[C:36]=3[CH:46]=2)=[C:10]([CH2:48][CH2:49][O:50][CH3:51])[CH:9]=1)[CH3:2].P([O-])(O)(O)=O.[Na+], predict the reaction product. The product is: [CH2:1]([O:3][C@H:4]([CH3:52])[CH2:5][O:6][CH2:7][C:8]1[CH:13]=[CH:12][C:11]([C@@:14]2([OH:47])[CH2:19][CH2:18][NH:17][CH2:16][C@@H:15]2[O:30][CH2:31][C:32]2[CH:33]=[CH:34][C:35]3[O:40][CH2:39][CH2:38][N:37]([CH2:41][CH2:42][CH2:43][O:44][CH3:45])[C:36]=3[CH:46]=2)=[C:10]([CH2:48][CH2:49][O:50][CH3:51])[CH:9]=1)[CH3:2]. (5) Given the reactants C1CCC(N=C=NC2CCCCC2)CC1.C1C=CC2N(O)N=NC=2C=1.Cl.[O:27]1[CH2:32][CH2:31][N:30]([CH:33]([C:37]2[CH:42]=[CH:41][CH:40]=[CH:39][CH:38]=2)[C:34]([OH:36])=[O:35])[CH2:29][CH2:28]1.[N:43]12[CH2:50][CH2:49][CH:46]([CH2:47][CH2:48]1)[C@@H:45](O)[CH2:44]2, predict the reaction product. The product is: [O:27]1[CH2:28][CH2:29][N:30]([CH:33]([C:37]2[CH:42]=[CH:41][CH:40]=[CH:39][CH:38]=2)[C:34]([O:36][C@@H:45]2[CH:46]3[CH2:49][CH2:50][N:43]([CH2:48][CH2:47]3)[CH2:44]2)=[O:35])[CH2:31][CH2:32]1. (6) The product is: [CH3:17][N:16]([CH2:18][C:19]([N:21]1[CH2:22][CH2:23][CH:24]([O:27][C:28]2[CH:29]=[C:30]3[C:35](=[CH:36][CH:37]=2)[N:34]=[CH:33][N:32]=[C:31]3[NH:38][C:39]2[CH:44]=[CH:43][C:42]([O:5][CH2:6][C:7]3[CH:12]=[N:11][CH:10]=[CH:9][N:8]=3)=[C:41]([O:46][CH3:47])[CH:40]=2)[CH2:25][CH2:26]1)=[O:20])[CH3:15]. Given the reactants CS([O:5][CH2:6][C:7]1[CH:12]=[N:11][CH:10]=[CH:9][N:8]=1)(=O)=O.Cl.Cl.[CH3:15][N:16]([CH2:18][C:19]([N:21]1[CH2:26][CH2:25][CH:24]([O:27][C:28]2[CH:29]=[C:30]3[C:35](=[CH:36][CH:37]=2)[N:34]=[CH:33][N:32]=[C:31]3[NH:38][C:39]2[CH:44]=[CH:43][C:42](O)=[C:41]([O:46][CH3:47])[CH:40]=2)[CH2:23][CH2:22]1)=[O:20])[CH3:17].C(=O)([O-])[O-].[K+].[K+], predict the reaction product. (7) Given the reactants [CH3:1][O:2][C:3]1[CH:8]=[CH:7][C:6]([NH:9][CH:10]=[C:11]([C:17]([O:19]CC)=O)[C:12]([O:14][CH2:15][CH3:16])=[O:13])=[CH:5][C:4]=1[CH3:22].CCCCCC, predict the reaction product. The product is: [CH3:1][O:2][C:3]1[CH:8]=[C:7]2[C:6](=[CH:5][C:4]=1[CH3:22])[NH:9][CH:10]=[C:11]([C:12]([O:14][CH2:15][CH3:16])=[O:13])[C:17]2=[O:19]. (8) Given the reactants [Br:1][C:2]1[CH:7]=[CH:6][C:5]([C:8]2([C:11]([N:13]3[CH2:17][C@H:16]([S:18]([C:21]4[CH:26]=[CH:25][CH:24]=[CH:23][C:22]=4[Cl:27])(=[O:20])=[O:19])[CH2:15][C@H:14]3[C:28]([OH:30])=O)=[O:12])[CH2:10][CH2:9]2)=[CH:4][CH:3]=1.[NH2:31][C@@H:32]([CH2:41][CH2:42][CH3:43])[C@H:33]([OH:40])[C:34]([NH:36][CH:37]1[CH2:39][CH2:38]1)=[O:35], predict the reaction product. The product is: [Br:1][C:2]1[CH:7]=[CH:6][C:5]([C:8]2([C:11]([N:13]3[CH2:17][C@H:16]([S:18]([C:21]4[CH:26]=[CH:25][CH:24]=[CH:23][C:22]=4[Cl:27])(=[O:19])=[O:20])[CH2:15][C@H:14]3[C:28]([NH:31][C@@H:32]([CH2:41][CH2:42][CH3:43])[C:33](=[O:40])[C:34]([NH:36][CH:37]3[CH2:39][CH2:38]3)=[O:35])=[O:30])=[O:12])[CH2:10][CH2:9]2)=[CH:4][CH:3]=1. (9) Given the reactants [CH:1]1([C:4]2[C:5]([N:22]3[CH2:27][CH2:26][N:25](C(OC(C)(C)C)=O)[CH2:24][CH2:23]3)=[C:6]3[CH:12]=[N:11][N:10]([CH2:13][C:14]4[CH:19]=[CH:18][C:17]([O:20][CH3:21])=[CH:16][CH:15]=4)[C:7]3=[N:8][CH:9]=2)[CH2:3][CH2:2]1.[C:35]([OH:41])([C:37]([F:40])([F:39])[F:38])=[O:36].C(Cl)Cl, predict the reaction product. The product is: [OH:41][C:35]([C:37]([F:40])([F:39])[F:38])=[O:36].[CH:1]1([C:4]2[C:5]([N:22]3[CH2:23][CH2:24][NH:25][CH2:26][CH2:27]3)=[C:6]3[CH:12]=[N:11][N:10]([CH2:13][C:14]4[CH:15]=[CH:16][C:17]([O:20][CH3:21])=[CH:18][CH:19]=4)[C:7]3=[N:8][CH:9]=2)[CH2:3][CH2:2]1.